From a dataset of Full USPTO retrosynthesis dataset with 1.9M reactions from patents (1976-2016). Predict the reactants needed to synthesize the given product. (1) Given the product [C:35]([C:22]1[CH:23]=[N:24][C:25]2[C:30]([C:21]=1[N:1]1[CH2:2][CH2:3][CH:4]([O:7][C:8](=[O:19])[NH:9][C:10]3[CH:15]=[CH:14][C:13]([CH:16]([CH3:17])[CH3:18])=[CH:12][CH:11]=3)[CH2:5][CH2:6]1)=[CH:29][C:28]([O:31][CH3:32])=[C:27]([O:33][CH3:34])[CH:26]=2)#[N:36], predict the reactants needed to synthesize it. The reactants are: [NH:1]1[CH2:6][CH2:5][CH:4]([O:7][C:8](=[O:19])[NH:9][C:10]2[CH:15]=[CH:14][C:13]([CH:16]([CH3:18])[CH3:17])=[CH:12][CH:11]=2)[CH2:3][CH2:2]1.Cl[C:21]1[C:30]2[C:25](=[CH:26][C:27]([O:33][CH3:34])=[C:28]([O:31][CH3:32])[CH:29]=2)[N:24]=[CH:23][C:22]=1[C:35]#[N:36]. (2) Given the product [C:2]([C:4]1[CH:5]=[C:6]([C:14]2[O:18][N:17]=[C:16]([C:19]3[CH:35]=[CH:34][C:22]4[CH2:23][CH2:24][N:25]([CH2:28][CH2:29][CH2:30][NH:55][C:58](=[O:43])[O:64][C:60]([CH3:63])([CH3:62])[CH3:61])[CH2:26][CH2:27][C:21]=4[CH:20]=3)[N:15]=2)[CH:7]=[CH:8][C:9]=1[O:10][CH:11]([CH3:12])[CH3:13])#[N:3], predict the reactants needed to synthesize it. The reactants are: [Na+].[C:2]([C:4]1[CH:5]=[C:6]([C:14]2[O:18][N:17]=[C:16]([C:19]3[CH:35]=[CH:34][C:22]4[CH2:23][CH2:24][N:25]([CH2:28][CH2:29][CH2:30]C([O-])=O)[CH2:26][CH2:27][C:21]=4[CH:20]=3)[N:15]=2)[CH:7]=[CH:8][C:9]=1[O:10][CH:11]([CH3:13])[CH3:12])#[N:3].C1(P(N=[N+]=[N-])(C2C=CC=CC=2)=[O:43])C=CC=CC=1.C([N:55]([CH2:58]C)CC)C.[C:60]([OH:64])([CH3:63])([CH3:62])[CH3:61]. (3) Given the product [CH2:20]1[N:19]([C:15]2[CH:14]=[CH:13][C:12]([N:8]3[C:9](=[O:10])[O:11][C@@H:6]([CH2:5][NH2:4])[CH2:7]3)=[CH:17][C:16]=2[F:18])[CH2:24][CH2:23][O:22][CH2:21]1, predict the reactants needed to synthesize it. The reactants are: CC([NH:4][CH2:5][C@@H:6]1[O:11][C:9](=[O:10])[N:8]([C:12]2[CH:13]=[CH:14][C:15]([N:19]3[CH2:24][CH2:23][O:22][CH2:21][CH2:20]3)=[C:16]([F:18])[CH:17]=2)[CH2:7]1)=O.Cl.ON.N1C=CC=CC=1. (4) Given the product [OH:38][C:39]1[CH:47]=[CH:46][C:42]([C:43]([O:22][C@H:14]2[CH2:15][CH2:16][C@@:17]3([CH3:18])[C:12](=[CH:11][CH2:10][C@@H:9]4[C@@H:19]3[CH2:20][CH2:21][C@@:4]3([CH3:5])[C@H:6]4[CH2:7][CH2:8][C:3]3=[N:1][OH:2])[CH2:13]2)=[O:44])=[CH:41][CH:40]=1, predict the reactants needed to synthesize it. The reactants are: [N:1](=[C:3]1[CH2:8][CH2:7][C@H:6]2[C@H:9]3[C@H:19]([CH2:20][CH2:21][C@:4]12[CH3:5])[C@:17]1([CH3:18])[C:12]([CH2:13][C@@H:14]([OH:22])[CH2:15][CH2:16]1)=[CH:11][CH2:10]3)[OH:2].C1(N=C=NC2CCCCC2)CCCCC1.[OH:38][C:39]1[CH:47]=[CH:46][C:42]([C:43](O)=[O:44])=[CH:41][CH:40]=1. (5) The reactants are: [N+:1]([C:4]1[CH:9]=[CH:8][C:7]([SH:10])=[CH:6][CH:5]=1)([O-:3])=[O:2].C(N(CC)CC)C.[CH3:18][CH2:19][O:20][C:21]([CH2:23]Br)=[O:22]. Given the product [CH2:19]([O:20][C:21](=[O:22])[CH2:23][S:10][C:7]1[CH:8]=[CH:9][C:4]([N+:1]([O-:3])=[O:2])=[CH:5][CH:6]=1)[CH3:18], predict the reactants needed to synthesize it. (6) Given the product [Br:10][C:6]1[CH:7]=[CH:8][N:9]2[C:12]([CH2:15][C:16]([F:19])([F:18])[F:17])=[CH:13][N:1]=[C:2]2[C:3]=1[C:4]#[N:5], predict the reactants needed to synthesize it. The reactants are: [NH2:1][C:2]1[N:9]=[CH:8][CH:7]=[C:6]([Br:10])[C:3]=1[C:4]#[N:5].Br[CH:12]([CH2:15][C:16]([F:19])([F:18])[F:17])[CH:13]=O. (7) Given the product [CH3:22][C:21]1[CH:23]=[CH:24][C:18]([S:15]([O:1][CH2:2][CH:3]2[CH2:6][CH:5]([OH:7])[CH2:4]2)(=[O:17])=[O:16])=[CH:19][CH:20]=1, predict the reactants needed to synthesize it. The reactants are: [OH:1][CH2:2][CH:3]1[CH2:6][CH:5]([OH:7])[CH2:4]1.CCN(CC)CC.[S:15](Cl)([C:18]1[CH:24]=[CH:23][C:21]([CH3:22])=[CH:20][CH:19]=1)(=[O:17])=[O:16].